This data is from Reaction yield outcomes from USPTO patents with 853,638 reactions. The task is: Predict the reaction yield, written as a fraction of the theoretical maximum amount of product (1.0 means a 100% yield; for example, 0.34 means a 34% yield). The reactants are [C:1]([N:8]1[CH:12]=[CH:11][N:10]=[CH:9]1)(N1C=CN=C1)=[O:2].NC1[C:19]([OH:20])=[CH:18]C=CN=1. The catalyst is O1CCCC1. The product is [O:20]1[C:19]2[C:9](=[N:10][CH:11]=[CH:12][CH:18]=2)[NH:8][C:1]1=[O:2]. The yield is 0.790.